From a dataset of Full USPTO retrosynthesis dataset with 1.9M reactions from patents (1976-2016). Predict the reactants needed to synthesize the given product. (1) Given the product [C:7]([N:26]1[CH2:33][CH2:32][CH2:31][C@@H:27]1[CH2:28][NH2:30])([C:14]1[CH:15]=[CH:16][CH:17]=[CH:18][CH:19]=1)([C:20]1[CH:25]=[CH:24][CH:23]=[CH:22][CH:21]=1)[C:8]1[CH:9]=[CH:10][CH:11]=[CH:12][CH:13]=1, predict the reactants needed to synthesize it. The reactants are: [H-].[Al+3].[Li+].[H-].[H-].[H-].[C:7]([N:26]1[CH2:33][CH2:32][CH2:31][C@@H:27]1[C:28]([NH2:30])=O)([C:20]1[CH:25]=[CH:24][CH:23]=[CH:22][CH:21]=1)([C:14]1[CH:19]=[CH:18][CH:17]=[CH:16][CH:15]=1)[C:8]1[CH:13]=[CH:12][CH:11]=[CH:10][CH:9]=1.O.[OH-].[Na+]. (2) Given the product [F:13][C:14]1[N:15]=[CH:16][N:17]=[C:18]([O:8][C:5]2[CH:6]=[CH:7][C:2]([NH2:1])=[CH:3][CH:4]=2)[CH:19]=1, predict the reactants needed to synthesize it. The reactants are: [NH2:1][C:2]1[CH:7]=[CH:6][C:5]([OH:8])=[CH:4][CH:3]=1.[H-].[Na+].[H][H].[F:13][C:14]1[CH:19]=[C:18](F)[N:17]=[CH:16][N:15]=1. (3) Given the product [Cl:1][C:2]1[CH:10]=[C:9]2[C:5]([C:6]([C:11]([N:13]3[CH2:18][CH2:17][C:16]4([C:22]5[CH:23]=[CH:24][C:25]([F:27])=[CH:26][C:21]=5[C:20](=[O:28])[O:19]4)[CH2:15][CH2:14]3)=[O:12])=[CH:7][N:8]2[CH2:35][C:34]2[N:30]([CH3:29])[CH:31]=[N:32][CH:33]=2)=[CH:4][CH:3]=1, predict the reactants needed to synthesize it. The reactants are: [Cl:1][C:2]1[CH:10]=[C:9]2[C:5]([C:6]([C:11]([N:13]3[CH2:18][CH2:17][C:16]4([C:22]5[CH:23]=[CH:24][C:25]([F:27])=[CH:26][C:21]=5[C:20](=[O:28])[O:19]4)[CH2:15][CH2:14]3)=[O:12])=[CH:7][NH:8]2)=[CH:4][CH:3]=1.[CH3:29][N:30]1[C:34]([CH2:35]OS(C)(=O)=O)=[CH:33][N:32]=[CH:31]1.CN1C(CO)=CN=C1. (4) Given the product [CH3:26][N:22]1[N:23]=[N:24][C:20]([C@H:19]2[O:18][C:17](=[O:25])[NH:16][C@@H:15]2[C:11]2[CH:12]=[CH:13][CH:14]=[C:9]([C:8]#[C:7][C:1]3[CH:6]=[CH:5][CH:4]=[CH:3][CH:2]=3)[CH:10]=2)=[N:21]1, predict the reactants needed to synthesize it. The reactants are: [C:1]1([C:7]#[C:8][C:9]2[CH:10]=[C:11]([C@@H:15]3[C@@H:19]([C:20]4[NH:24][N:23]=[N:22][N:21]=4)[O:18][C:17](=[O:25])[NH:16]3)[CH:12]=[CH:13][CH:14]=2)[CH:6]=[CH:5][CH:4]=[CH:3][CH:2]=1.[C:26](=O)([O-])[O-].[K+].[K+].IC.